Dataset: Reaction yield outcomes from USPTO patents with 853,638 reactions. Task: Predict the reaction yield, written as a fraction of the theoretical maximum amount of product (1.0 means a 100% yield; for example, 0.34 means a 34% yield). (1) The yield is 1.00. The product is [F:1][C:2]1[CH:3]=[C:4]2[C:8](=[CH:9][CH:10]=1)[N:7]([CH3:16])[C:6]([C:11]([O:13][CH2:14][CH3:15])=[O:12])=[CH:5]2. The reactants are [F:1][C:2]1[CH:3]=[C:4]2[C:8](=[CH:9][CH:10]=1)[NH:7][C:6]([C:11]([O:13][CH2:14][CH3:15])=[O:12])=[CH:5]2.[CH2:16](OC(C1NC2C(C=1)=CC=CC=2)=O)C. No catalyst specified. (2) The reactants are Br[C:2]1[CH:3]=[C:4]2[C:10]([CH3:11])=[N:9][NH:8][C:5]2=[CH:6][N:7]=1.C([O-])([O-])=O.[Na+].[Na+].[NH:18]1[CH:22]=[C:21](B(O)O)[CH:20]=[N:19]1. The catalyst is CN(C=O)C.C1C=CC(P(C2C=CC=CC=2)[C-]2C=CC=C2)=CC=1.C1C=CC(P(C2C=CC=CC=2)[C-]2C=CC=C2)=CC=1.Cl[Pd]Cl.[Fe+2]. The product is [CH3:11][C:10]1[C:4]2[C:5](=[CH:6][N:7]=[C:2]([C:21]3[CH:22]=[N:18][NH:19][CH:20]=3)[CH:3]=2)[NH:8][N:9]=1. The yield is 0.150. (3) The reactants are [NH2:1][C:2]1[CH:3]=[CH:4][C:5]([N:9]2[CH2:14][CH2:13][CH2:12][C@@H:11]([C:15]([N:17]([CH2:19][CH3:20])[CH3:18])=[O:16])[CH2:10]2)=[N:6][C:7]=1[NH2:8].[CH:21]1([C:24]2[N:29]=[C:28]([CH:30]=O)[CH:27]=[CH:26][N:25]=2)[CH2:23][CH2:22]1.[S].C(O)(=O)C. The catalyst is C(O)C. The product is [CH:21]1([C:24]2[N:29]=[C:28]([C:30]3[NH:8][C:7]4=[N:6][C:5]([N:9]5[CH2:14][CH2:13][CH2:12][C@@H:11]([C:15]([N:17]([CH2:19][CH3:20])[CH3:18])=[O:16])[CH2:10]5)=[CH:4][CH:3]=[C:2]4[N:1]=3)[CH:27]=[CH:26][N:25]=2)[CH2:23][CH2:22]1. The yield is 0.135.